Dataset: Catalyst prediction with 721,799 reactions and 888 catalyst types from USPTO. Task: Predict which catalyst facilitates the given reaction. (1) Reactant: C[Si]([C:5]#[N:6])(C)C.[CH2:7]([C:9]1[C:20]([CH:21](O)[CH3:22])=[C:12]2[C:13]3[CH2:19][CH2:18][O:17][C:14]=3[CH:15]=[CH:16][N:11]2[N:10]=1)[CH3:8].C(=O)([O-])O.[Na+]. Product: [CH2:7]([C:9]1[C:20]([CH:21]([CH3:22])[C:5]#[N:6])=[C:12]2[C:13]3[CH2:19][CH2:18][O:17][C:14]=3[CH:15]=[CH:16][N:11]2[N:10]=1)[CH3:8]. The catalyst class is: 159. (2) The catalyst class is: 1. Product: [Br:1][C:2]1[CH:3]=[C:4]([CH2:5][OH:6])[CH:9]=[C:10]([O:12][CH2:13][C:14]2([CH3:17])[CH2:16][CH2:15]2)[CH:11]=1. Reactant: [Br:1][C:2]1[CH:3]=[C:4]([CH:9]=[C:10]([O:12][CH2:13][C:14]2([CH3:17])[CH2:16][CH2:15]2)[CH:11]=1)[C:5](OC)=[O:6].[H-].[Al+3].[Li+].[H-].[H-].[H-]. (3) Reactant: [C:1]([O:5][C:6]([NH:8][CH2:9][CH2:10][NH:11][CH:12]1[CH2:15][CH:14]([CH2:16][C:17]([O:19][CH3:20])=[O:18])[CH2:13]1)=[O:7])([CH3:4])([CH3:3])[CH3:2].[C:21](O[C:21]([O:23][C:24]([CH3:27])([CH3:26])[CH3:25])=[O:22])([O:23][C:24]([CH3:27])([CH3:26])[CH3:25])=[O:22]. Product: [C:24]([O:23][C:21]([N:11]([CH2:10][CH2:9][NH:8][C:6]([O:5][C:1]([CH3:4])([CH3:3])[CH3:2])=[O:7])[CH:12]1[CH2:13][CH:14]([CH2:16][C:17]([O:19][CH3:20])=[O:18])[CH2:15]1)=[O:22])([CH3:27])([CH3:26])[CH3:25]. The catalyst class is: 2. (4) Reactant: [CH3:1][C:2]1[N:3]=[C:4]([C:7]2[C:8](=[O:33])[NH:9][C:10](=[O:32])[N:11]([CH2:13][CH2:14][CH2:15][N:16]3[CH2:21][C@H:20]4[C@:18]([C:22]5[CH:27]=[CH:26][C:25]([C:28]([F:31])([F:30])[F:29])=[CH:24][CH:23]=5)([CH2:19]4)[CH2:17]3)[CH:12]=2)[S:5][CH:6]=1.[ClH:34]. Product: [ClH:34].[CH3:1][C:2]1[N:3]=[C:4]([C:7]2[C:8](=[O:33])[NH:9][C:10](=[O:32])[N:11]([CH2:13][CH2:14][CH2:15][N:16]3[CH2:21][C@H:20]4[C@:18]([C:22]5[CH:27]=[CH:26][C:25]([C:28]([F:31])([F:30])[F:29])=[CH:24][CH:23]=5)([CH2:19]4)[CH2:17]3)[CH:12]=2)[S:5][CH:6]=1. The catalyst class is: 27. (5) Reactant: [Cl:1][C:2]1[CH:3]=[CH:4][C:5]([S:9][CH2:10][CH2:11][C:12]2[CH:17]=[CH:16][CH:15]=[CH:14][N:13]=2)=[C:6]([CH:8]=1)[NH2:7].[O:18]1[C:22]2[CH:23]=[CH:24][CH:25]=[CH:26][C:21]=2[CH:20]=[C:19]1[S:27](Cl)(=[O:29])=[O:28]. Product: [Cl:1][C:2]1[CH:3]=[CH:4][C:5]([S:9][CH2:10][CH2:11][C:12]2[CH:17]=[CH:16][CH:15]=[CH:14][N:13]=2)=[C:6]([NH:7][S:27]([C:19]2[O:18][C:22]3[CH:23]=[CH:24][CH:25]=[CH:26][C:21]=3[CH:20]=2)(=[O:28])=[O:29])[CH:8]=1. The catalyst class is: 17.